Dataset: NCI-60 drug combinations with 297,098 pairs across 59 cell lines. Task: Regression. Given two drug SMILES strings and cell line genomic features, predict the synergy score measuring deviation from expected non-interaction effect. (1) Drug 1: C(=O)(N)NO. Drug 2: C1C(C(OC1N2C=NC(=NC2=O)N)CO)O. Cell line: MDA-MB-231. Synergy scores: CSS=4.91, Synergy_ZIP=0.961, Synergy_Bliss=-3.65, Synergy_Loewe=-8.47, Synergy_HSA=-1.69. (2) Drug 1: C1=CC=C(C=C1)NC(=O)CCCCCCC(=O)NO. Drug 2: C1=NNC2=C1C(=O)NC=N2. Cell line: SF-539. Synergy scores: CSS=15.7, Synergy_ZIP=-6.97, Synergy_Bliss=-5.78, Synergy_Loewe=-12.8, Synergy_HSA=-3.99. (3) Drug 1: CC12CCC(CC1=CCC3C2CCC4(C3CC=C4C5=CN=CC=C5)C)O. Drug 2: CC1C(C(=O)NC(C(=O)N2CCCC2C(=O)N(CC(=O)N(C(C(=O)O1)C(C)C)C)C)C(C)C)NC(=O)C3=C4C(=C(C=C3)C)OC5=C(C(=O)C(=C(C5=N4)C(=O)NC6C(OC(=O)C(N(C(=O)CN(C(=O)C7CCCN7C(=O)C(NC6=O)C(C)C)C)C)C(C)C)C)N)C. Cell line: MDA-MB-231. Synergy scores: CSS=9.38, Synergy_ZIP=7.77, Synergy_Bliss=10.9, Synergy_Loewe=12.0, Synergy_HSA=11.2. (4) Drug 1: COC1=C(C=C2C(=C1)N=CN=C2NC3=CC(=C(C=C3)F)Cl)OCCCN4CCOCC4. Drug 2: C(CN)CNCCSP(=O)(O)O. Cell line: UACC-257. Synergy scores: CSS=2.49, Synergy_ZIP=-1.40, Synergy_Bliss=-5.81, Synergy_Loewe=-14.5, Synergy_HSA=-6.71. (5) Drug 1: CC1=C2C(C(=O)C3(C(CC4C(C3C(C(C2(C)C)(CC1OC(=O)C(C(C5=CC=CC=C5)NC(=O)OC(C)(C)C)O)O)OC(=O)C6=CC=CC=C6)(CO4)OC(=O)C)O)C)O. Drug 2: C1=CC=C(C=C1)NC(=O)CCCCCCC(=O)NO. Cell line: SR. Synergy scores: CSS=32.2, Synergy_ZIP=2.00, Synergy_Bliss=3.18, Synergy_Loewe=-4.04, Synergy_HSA=-0.0756. (6) Drug 1: CC(C)(C#N)C1=CC(=CC(=C1)CN2C=NC=N2)C(C)(C)C#N. Cell line: OVCAR-4. Synergy scores: CSS=-5.74, Synergy_ZIP=1.63, Synergy_Bliss=-1.20, Synergy_Loewe=-6.28, Synergy_HSA=-6.03. Drug 2: C1CN(P(=O)(OC1)NCCCl)CCCl.